Regression. Given a peptide amino acid sequence and an MHC pseudo amino acid sequence, predict their binding affinity value. This is MHC class I binding data. From a dataset of Peptide-MHC class I binding affinity with 185,985 pairs from IEDB/IMGT. (1) The peptide sequence is ALYWALMES. The MHC is HLA-A02:50 with pseudo-sequence HLA-A02:50. The binding affinity (normalized) is 1.00. (2) The peptide sequence is NVQFVDINR. The MHC is HLA-A03:01 with pseudo-sequence HLA-A03:01. The binding affinity (normalized) is 0.0915. (3) The peptide sequence is LTNHLINTPK. The MHC is HLA-A68:01 with pseudo-sequence HLA-A68:01. The binding affinity (normalized) is 0.787. (4) The peptide sequence is VMGGNAAEA. The MHC is HLA-B40:01 with pseudo-sequence HLA-B40:01. The binding affinity (normalized) is 0.0847. (5) The peptide sequence is FHGEFTRAL. The MHC is HLA-B46:01 with pseudo-sequence HLA-B46:01. The binding affinity (normalized) is 0.0847. (6) The peptide sequence is YLRNYMVIK. The MHC is HLA-A31:01 with pseudo-sequence HLA-A31:01. The binding affinity (normalized) is 0.671. (7) The peptide sequence is GMWCVLASR. The binding affinity (normalized) is 0.0847. The MHC is HLA-A02:19 with pseudo-sequence HLA-A02:19. (8) The peptide sequence is GVPELGAFF. The MHC is HLA-B18:01 with pseudo-sequence HLA-B18:01. The binding affinity (normalized) is 0.0847. (9) The peptide sequence is RLRDLLLIVTR. The MHC is HLA-A02:01 with pseudo-sequence HLA-A02:01. The binding affinity (normalized) is 0.122.